This data is from Reaction yield outcomes from USPTO patents with 853,638 reactions. The task is: Predict the reaction yield, written as a fraction of the theoretical maximum amount of product (1.0 means a 100% yield; for example, 0.34 means a 34% yield). (1) The reactants are [C:1]([O:5][C:6](=[O:17])[NH:7][C:8]1[CH:13]=[C:12]([Br:14])[CH:11]=[C:10]([F:15])[C:9]=1[F:16])([CH3:4])([CH3:3])[CH3:2].[H-].[Na+].Br[CH2:21][C:22]#[N:23]. The catalyst is CN(C=O)C. The product is [C:1]([O:5][C:6](=[O:17])[N:7]([C:8]1[CH:13]=[C:12]([Br:14])[CH:11]=[C:10]([F:15])[C:9]=1[F:16])[CH2:21][C:22]#[N:23])([CH3:4])([CH3:2])[CH3:3]. The yield is 0.690. (2) The reactants are [Cl:1][C:2]1[C:11]2[C:6](=[CH:7][CH:8]=[C:9]([O:12][CH3:13])[N:10]=2)[N:5]=[CH:4][C:3]=1[C:14]([NH2:16])=O.C(N(CC)CC)C.FC(F)(F)C(OC(=O)C(F)(F)F)=O. The catalyst is C(Cl)Cl. The product is [Cl:1][C:2]1[C:11]2[C:6](=[CH:7][CH:8]=[C:9]([O:12][CH3:13])[N:10]=2)[N:5]=[CH:4][C:3]=1[C:14]#[N:16]. The yield is 0.910.